From a dataset of Catalyst prediction with 721,799 reactions and 888 catalyst types from USPTO. Predict which catalyst facilitates the given reaction. (1) Reactant: [Br:1][C:2]1[C:3]([NH2:9])=[N:4][CH:5]=[C:6]([Cl:8])[CH:7]=1.Cl[CH2:11][CH:12]=O. Product: [Cl:8][C:6]1[CH:7]=[C:2]([Br:1])[C:3]2[N:4]([CH:11]=[CH:12][N:9]=2)[CH:5]=1. The catalyst class is: 8. (2) Product: [Br:1][C:2]1[CH:10]=[C:9]([Cl:24])[C:8]2[N:7]([CH2:11][CH3:12])[CH2:6][C@@H:5]3[CH2:13][N:14]([C:17]([O:19][C:20]([CH3:22])([CH3:21])[CH3:23])=[O:18])[CH2:15][CH2:16][C:3]=1[C:4]=23. The catalyst class is: 10. Reactant: [Br:1][C:2]1[CH:10]=[CH:9][C:8]2[N:7]([CH2:11][CH3:12])[CH2:6][C@@H:5]3[CH2:13][N:14]([C:17]([O:19][C:20]([CH3:23])([CH3:22])[CH3:21])=[O:18])[CH2:15][CH2:16][C:3]=1[C:4]=23.[Cl:24]N1C(=O)CCC1=O.C(=O)(O)[O-].[Na+]. (3) Reactant: [Cl:1][C:2]1[CH:7]=[CH:6][C:5]([C@H:8]2[C:12]3[CH:13]=[N:14][C:15]([CH3:18])=[C:16]([OH:17])[C:11]=3[CH2:10][O:9]2)=[CH:4][CH:3]=1.[CH2:19]([O:23]/[N:24]=[N+:25](/[N:27]1[CH2:34][CH2:33][CH2:32][C@H:28]1[C:29](O)=[O:30])\[O-:26])[CH2:20][CH2:21][CH3:22].C(N(CC)CC)C.C1N(P(Cl)(N2C(=O)OCC2)=O)C(=O)OC1. Product: [CH2:19]([O:23]/[N:24]=[N+:25](/[N:27]1[CH2:34][CH2:33][CH2:32][C@H:28]1[C:29]([O:17][C:16]1[C:11]2[CH2:10][O:9][C@@H:8]([C:5]3[CH:4]=[CH:3][C:2]([Cl:1])=[CH:7][CH:6]=3)[C:12]=2[CH:13]=[N:14][C:15]=1[CH3:18])=[O:30])\[O-:26])[CH2:20][CH2:21][CH3:22]. The catalyst class is: 2. (4) Reactant: [CH3:1][C:2]1[O:8][C:5]([CH:6]=[O:7])=[CH:4][CH:3]=1.[Br:9]N1C(=O)CCC1=O.[CH2:17]([OH:20])[CH:18]=[CH2:19]. Product: [Br:9][CH2:1][C:2]1[O:8][C:5]([C:6]([O:20][CH2:17][CH:18]=[CH2:19])=[O:7])=[CH:4][CH:3]=1. The catalyst class is: 53.